From a dataset of Forward reaction prediction with 1.9M reactions from USPTO patents (1976-2016). Predict the product of the given reaction. Given the reactants C([O:3][C:4](=O)[C:5]([NH:29]C(=O)C)([CH:11]1[CH2:20][CH2:19][C:18]2[C:13](=[CH:14][CH:15]=[C:16]([CH2:21][CH2:22][CH2:23][CH2:24][CH2:25][CH2:26][CH2:27][CH3:28])[CH:17]=2)[CH2:12]1)[C:6](OCC)=[O:7])C, predict the reaction product. The product is: [NH2:29][C:5]([CH:11]1[CH2:20][CH2:19][C:18]2[C:13](=[CH:14][CH:15]=[C:16]([CH2:21][CH2:22][CH2:23][CH2:24][CH2:25][CH2:26][CH2:27][CH3:28])[CH:17]=2)[CH2:12]1)([CH2:6][OH:7])[CH2:4][OH:3].